This data is from Forward reaction prediction with 1.9M reactions from USPTO patents (1976-2016). The task is: Predict the product of the given reaction. (1) Given the reactants [C:1]([O:5][C:6]([N:8]1[CH2:12][CH2:11][CH:10]([S:13][C:14]2[CH:15]=[C:16]3[C:20](=[CH:21][CH:22]=2)[NH:19][N:18]=[CH:17]3)[CH2:9]1)=[O:7])([CH3:4])([CH3:3])[CH3:2].CN(C1C=CC=CN=1)C.[C:32](O[C:32]([O:34][C:35]([CH3:38])([CH3:37])[CH3:36])=[O:33])([O:34][C:35]([CH3:38])([CH3:37])[CH3:36])=[O:33], predict the reaction product. The product is: [C:35]([O:34][C:32]([N:19]1[C:20]2[C:16](=[CH:15][C:14]([S:13][CH:10]3[CH2:11][CH2:12][N:8]([C:6]([O:5][C:1]([CH3:4])([CH3:2])[CH3:3])=[O:7])[CH2:9]3)=[CH:22][CH:21]=2)[CH:17]=[N:18]1)=[O:33])([CH3:38])([CH3:37])[CH3:36]. (2) Given the reactants [C:1]1([CH2:7][CH2:8][C:9]([NH2:11])=[O:10])[CH:6]=[CH:5][CH:4]=[CH:3][CH:2]=1.[CH3:12][C:13]([CH3:23])([CH2:16][C:17]1[CH:22]=[CH:21][CH:20]=[CH:19][CH:18]=1)[CH:14]=O.[NH:24]1[C:28]2[CH:29]=[CH:30][CH:31]=[CH:32][C:27]=2[N:26]=[N:25]1.C1(C)C=CC(S(O)(=O)=O)=CC=1, predict the reaction product. The product is: [N:24]1([CH:14]([NH:11][C:9](=[O:10])[CH2:8][CH2:7][C:1]2[CH:6]=[CH:5][CH:4]=[CH:3][CH:2]=2)[C:13]([CH3:23])([CH3:12])[CH2:16][C:17]2[CH:22]=[CH:21][CH:20]=[CH:19][CH:18]=2)[C:28]2[CH:29]=[CH:30][CH:31]=[CH:32][C:27]=2[N:26]=[N:25]1. (3) Given the reactants Cl.Cl[C:3]1[CH:21]=[CH:20][CH:19]=[CH:18][C:4]=1C(OC1CNC1)[C:3]1[CH:21]=[CH:20][CH:19]=[CH:18][C:4]=1Cl.[N-]=C=O.[Cl:25][C:26]1[CH:51]=[CH:50][CH:49]=[CH:48][C:27]=1[CH:28]([O:36][CH:37]1[CH2:40][N:39]([C:41]([NH:43][C:44]([CH3:47])([CH3:46])[CH3:45])=[O:42])[CH2:38]1)[C:29]1[CH:34]=[CH:33][CH:32]=[CH:31][C:30]=1[Cl:35], predict the reaction product. The product is: [Cl:35][C:30]1[CH:31]=[CH:32][CH:33]=[CH:34][C:29]=1[CH:28]([O:36][CH:37]1[CH2:40][N:39]([C:41]([NH:43][C:44]23[CH2:47][CH:18]4[CH2:19][CH:20]([CH2:21][CH:3]([CH2:4]4)[CH2:45]2)[CH2:46]3)=[O:42])[CH2:38]1)[C:27]1[CH:48]=[CH:49][CH:50]=[CH:51][C:26]=1[Cl:25]. (4) Given the reactants [F:1][C:2]1[CH:3]=[C:4]([N:9]2[CH2:13][C@H:12]([CH2:14][O:15]C(=O)C)[O:11][C:10]2=[O:19])[CH:5]=[CH:6][C:7]=1[I:8].C(=O)([O-])[O-].[K+].[K+].C(O)(=O)C.O, predict the reaction product. The product is: [F:1][C:2]1[CH:3]=[C:4]([N:9]2[CH2:13][C@H:12]([CH2:14][OH:15])[O:11][C:10]2=[O:19])[CH:5]=[CH:6][C:7]=1[I:8]. (5) Given the reactants [C:1]([O:5][C:6]([N:8]1[CH2:13][CH2:12][C:11]2[NH:14][C:15]([C:17]3[CH:22]=[CH:21][N:20]=[C:19]([NH2:23])[N:18]=3)=[CH:16][C:10]=2[C:9]1=[O:24])=[O:7])([CH3:4])([CH3:3])[CH3:2].Br[CH2:26][CH2:27][F:28].C(=O)([O-])[O-].[K+].[K+].O, predict the reaction product. The product is: [C:1]([O:5][C:6]([N:8]1[CH2:13][CH2:12][C:11]2[N:14]([CH2:26][CH2:27][F:28])[C:15]([C:17]3[CH:22]=[CH:21][N:20]=[C:19]([NH2:23])[N:18]=3)=[CH:16][C:10]=2[C:9]1=[O:24])=[O:7])([CH3:4])([CH3:2])[CH3:3]. (6) Given the reactants [O:1]=[C:2]1[C:15]2[CH:14]=[CH:13][CH:12]=[C:11]([C:16]([OH:18])=O)[C:10]=2[O:9][C:8]2[C:3]1=[CH:4][CH:5]=[CH:6][CH:7]=2.C([N:22](C(C)C)CC)(C)C.[OH-].[NH4+], predict the reaction product. The product is: [O:1]=[C:2]1[C:15]2[CH:14]=[CH:13][CH:12]=[C:11]([C:16]([NH2:22])=[O:18])[C:10]=2[O:9][C:8]2[C:3]1=[CH:4][CH:5]=[CH:6][CH:7]=2. (7) Given the reactants [CH3:1][C:2]1([C:19]([O:21][CH2:22][CH2:23][CH2:24][CH3:25])=[O:20])[CH:7]=[C:6]([C:8]2[CH:13]=[CH:12][C:11]([N+:14]([O-])=O)=[CH:10][N:9]=2)[CH2:5][C:4]([CH3:18])([CH3:17])[O:3]1.C(OCC)(=O)C.C1COCC1, predict the reaction product. The product is: [NH2:14][C:11]1[CH:12]=[CH:13][C:8]([CH:6]2[CH2:5][C:4]([CH3:17])([CH3:18])[O:3][C:2]([CH3:1])([C:19]([O:21][CH2:22][CH2:23][CH2:24][CH3:25])=[O:20])[CH2:7]2)=[N:9][CH:10]=1. (8) Given the reactants [Cl:1][C:2]1[CH:7]=[CH:6][CH:5]=[CH:4][C:3]=1[N:8]1[C:12]([S:13][C:14]2[CH:19]=[CH:18][N:17]=[C:16]([CH3:20])[CH:15]=2)=[CH:11][C:10]([CH2:21][N:22]([CH3:30])[C:23](=[O:29])[O:24][C:25]([CH3:28])([CH3:27])[CH3:26])=[N:9]1.C(#N)C.C([O-])([O-])=[O:35].C([O-])([O-])=O.OO.OO.OO.[Na+].[Na+].[Na+].[Na+].[OH2:52], predict the reaction product. The product is: [Cl:1][C:2]1[CH:7]=[CH:6][CH:5]=[CH:4][C:3]=1[N:8]1[C:12]([S:13]([C:14]2[CH:19]=[CH:18][N:17]=[C:16]([CH3:20])[CH:15]=2)(=[O:35])=[O:52])=[CH:11][C:10]([CH2:21][N:22]([CH3:30])[C:23](=[O:29])[O:24][C:25]([CH3:27])([CH3:26])[CH3:28])=[N:9]1.